From a dataset of Peptide-MHC class II binding affinity with 134,281 pairs from IEDB. Regression. Given a peptide amino acid sequence and an MHC pseudo amino acid sequence, predict their binding affinity value. This is MHC class II binding data. (1) The peptide sequence is TFALWRVSAEEY. The MHC is DRB1_0701 with pseudo-sequence DRB1_0701. The binding affinity (normalized) is 0.369. (2) The peptide sequence is RIIAGTLEVHAVKPA. The MHC is HLA-DPA10103-DPB10301 with pseudo-sequence HLA-DPA10103-DPB10301. The binding affinity (normalized) is 0.123. (3) The peptide sequence is TKIMSSKRILERESV. The MHC is DRB1_0901 with pseudo-sequence DRB1_0901. The binding affinity (normalized) is 0.695. (4) The peptide sequence is KVSDDITYVATATLP. The MHC is DRB1_0301 with pseudo-sequence DRB1_0301. The binding affinity (normalized) is 0.403. (5) The MHC is DRB1_0901 with pseudo-sequence DRB1_0901. The peptide sequence is INSMKTSFSSRLLIN. The binding affinity (normalized) is 0.782. (6) The peptide sequence is NSYIAEMETESWIVDKK. The MHC is DRB1_1301 with pseudo-sequence DRB1_1301. The binding affinity (normalized) is 0.219. (7) The peptide sequence is IVACAKFTCAKSMSL. The MHC is DRB1_0802 with pseudo-sequence DRB1_0802. The binding affinity (normalized) is 0.141. (8) The peptide sequence is GELQIVDKIDAAFKS. The MHC is DRB3_0202 with pseudo-sequence DRB3_0202. The binding affinity (normalized) is 0.245. (9) The peptide sequence is CHATFTMRLLSPVRV. The MHC is DRB1_1302 with pseudo-sequence DRB1_1302. The binding affinity (normalized) is 0.955. (10) The peptide sequence is LNEDLRSWTAADTAY. The MHC is HLA-DQA10501-DQB10201 with pseudo-sequence HLA-DQA10501-DQB10201. The binding affinity (normalized) is 0.254.